Dataset: Reaction yield outcomes from USPTO patents with 853,638 reactions. Task: Predict the reaction yield, written as a fraction of the theoretical maximum amount of product (1.0 means a 100% yield; for example, 0.34 means a 34% yield). (1) The yield is 0.260. The product is [CH3:8][NH:7][C:4]1[N:5]([CH3:6])[C:10]([C:11]2[CH:16]=[CH:15][N:14]=[CH:13][CH:12]=2)=[N:2][N:3]=1. The catalyst is N1C=CC=CC=1. The reactants are I.[NH2:2][NH:3][C:4]([NH:7][CH3:8])=[N:5][CH3:6].Cl.[C:10](Cl)(=O)[C:11]1[CH:16]=[CH:15][N:14]=[CH:13][CH:12]=1.C([O-])([O-])=O.[K+].[K+]. (2) The reactants are [CH3:1]/[C:2](=[CH:8]\[C:9](=[O:17])[C:10]1[CH:15]=[CH:14][C:13]([CH3:16])=[CH:12][CH:11]=1)/[C:3]([O:5][CH2:6][CH3:7])=[O:4].[NH4+:18].[OH-]. The catalyst is CS(C)=O.CCOC(C)=O. The product is [NH2:18][C:2]([CH3:1])([CH2:8][C:9](=[O:17])[C:10]1[CH:15]=[CH:14][C:13]([CH3:16])=[CH:12][CH:11]=1)[C:3]([O:5][CH2:6][CH3:7])=[O:4]. The yield is 0.550. (3) The reactants are [N:1]12[CH2:8][CH2:7][C:4]([C:9]([C:18]3[CH:23]=[CH:22][CH:21]=[C:20]([F:24])[CH:19]=3)([C:11]3[CH:16]=[CH:15][CH:14]=[C:13]([F:17])[CH:12]=3)[OH:10])([CH2:5][CH2:6]1)[CH2:3][CH2:2]2.[C:25]1([CH2:31][O:32][CH2:33][CH2:34][Br:35])[CH:30]=[CH:29][CH:28]=[CH:27][CH:26]=1. The catalyst is CC#N. The product is [Br-:35].[F:17][C:13]1[CH:12]=[C:11]([C:9]([C:18]2[CH:23]=[CH:22][CH:21]=[C:20]([F:24])[CH:19]=2)([OH:10])[C:4]23[CH2:5][CH2:6][N+:1]([CH2:34][CH2:33][O:32][CH2:31][C:25]4[CH:30]=[CH:29][CH:28]=[CH:27][CH:26]=4)([CH2:2][CH2:3]2)[CH2:8][CH2:7]3)[CH:16]=[CH:15][CH:14]=1. The yield is 0.432. (4) The reactants are [CH:1]1([CH2:7][C:8]2[N:13]([CH3:14])[C:12](=[O:15])[C:11]([C:16]3[CH:21]=[CH:20][C:19]([OH:22])=[C:18]([F:23])[CH:17]=3)=[CH:10][N:9]=2)[CH2:6][CH2:5][CH2:4][CH2:3][CH2:2]1.Cl[C:25]1[CH:30]=[CH:29][N:28]=[C:27]2[N:31]([CH2:35][C:36]3[CH:41]=[CH:40][C:39]([O:42][CH3:43])=[CH:38][CH:37]=3)[N:32]=[C:33]([I:34])[C:26]=12. The catalyst is CN(C1C=CN=CC=1)C.BrC1C=CC=CC=1. The product is [CH:1]1([CH2:7][C:8]2[N:13]([CH3:14])[C:12](=[O:15])[C:11]([C:16]3[CH:21]=[CH:20][C:19]([O:22][C:25]4[CH:30]=[CH:29][N:28]=[C:27]5[N:31]([CH2:35][C:36]6[CH:41]=[CH:40][C:39]([O:42][CH3:43])=[CH:38][CH:37]=6)[N:32]=[C:33]([I:34])[C:26]=45)=[C:18]([F:23])[CH:17]=3)=[CH:10][N:9]=2)[CH2:6][CH2:5][CH2:4][CH2:3][CH2:2]1. The yield is 0.860. (5) The reactants are [NH2:1][CH2:2][C:3]1[CH:4]=[N:5][CH:6]=[CH:7][CH:8]=1.[C:9](O[C:9]([O:11][C:12]([CH3:15])([CH3:14])[CH3:13])=[O:10])([O:11][C:12]([CH3:15])([CH3:14])[CH3:13])=[O:10].C(N(C(C)C)CC)(C)C. The catalyst is C(Cl)Cl. The product is [C:12]([O:11][C:9](=[O:10])[NH:1][CH2:2][C:3]1[CH:4]=[N:5][CH:6]=[CH:7][CH:8]=1)([CH3:15])([CH3:14])[CH3:13]. The yield is 0.810. (6) The reactants are [CH3:1][N:2]1[C:6]([C:7]2[CH:17]=[CH:16][C:10]3[O:11][CH2:12][C:13](=[O:15])[NH:14][C:9]=3[CH:8]=2)=[CH:5][C:4]([CH3:18])=[N:3]1.C1C(=O)N([Br:26])C(=O)C1. The product is [Br:26][C:5]1[C:4]([CH3:18])=[N:3][N:2]([CH3:1])[C:6]=1[C:7]1[CH:17]=[CH:16][C:10]2[O:11][CH2:12][C:13](=[O:15])[NH:14][C:9]=2[CH:8]=1. The catalyst is CN(C=O)C.O. The yield is 0.980. (7) The reactants are [I:1][C:2]1[CH:9]=[CH:8][CH:7]=[CH:6][C:3]=1[CH2:4][OH:5]. The catalyst is ClCCl.[O-2].[Mn+2]. The product is [I:1][C:2]1[CH:9]=[CH:8][CH:7]=[CH:6][C:3]=1[CH:4]=[O:5]. The yield is 0.910. (8) The yield is 1.00. The reactants are [C:1]([N:8]1[CH2:13][CH2:12][NH:11][CH2:10][CH2:9]1)([O:3][C:4]([CH3:7])([CH3:6])[CH3:5])=[O:2].C([O-])([O-])=O.[K+].[K+].[Cl:20][C:21]1[C:26](Cl)=[N:25][CH:24]=[CH:23][N:22]=1. The catalyst is C(#N)C. The product is [Cl:20][C:21]1[C:26]([N:11]2[CH2:10][CH2:9][N:8]([C:1]([O:3][C:4]([CH3:7])([CH3:6])[CH3:5])=[O:2])[CH2:13][CH2:12]2)=[N:25][CH:24]=[CH:23][N:22]=1. (9) The reactants are [Cl:1][C:2]1[C:3]2[CH:14]=[CH:13][C:12](=[O:15])[N:11]([C:16]3[C:21]([F:22])=[CH:20][CH:19]=[CH:18][C:17]=3[F:23])[C:4]=2[N:5]=[C:6](S(C)=O)[N:7]=1.[CH2:24]([N:26]([CH2:31][CH3:32])[CH2:27][CH2:28][CH2:29][NH2:30])[CH3:25].C(N(CC)CC)C. The catalyst is ClCCl. The product is [Cl:1][C:2]1[C:3]2[CH:14]=[CH:13][C:12](=[O:15])[N:11]([C:16]3[C:21]([F:22])=[CH:20][CH:19]=[CH:18][C:17]=3[F:23])[C:4]=2[N:5]=[C:6]([NH:30][CH2:29][CH2:28][CH2:27][N:26]([CH2:31][CH3:32])[CH2:24][CH3:25])[N:7]=1. The yield is 0.600.